This data is from Forward reaction prediction with 1.9M reactions from USPTO patents (1976-2016). The task is: Predict the product of the given reaction. Given the reactants [CH2:1]([O:3][C:4](=[O:22])[CH:5]=[CH:6][C:7]1[CH:12]=[CH:11][CH:10]=[C:9]([NH:13][C:14]([C:16]2[O:17][C:18](Br)=[CH:19][CH:20]=2)=[O:15])[CH:8]=1)[CH3:2].[CH2:23]([O:30][C:31]1[CH:32]=[C:33](B(O)O)[CH:34]=[CH:35][CH:36]=1)[C:24]1[CH:29]=[CH:28][CH:27]=[CH:26][CH:25]=1, predict the reaction product. The product is: [CH2:1]([O:3][C:4](=[O:22])[CH:5]=[CH:6][C:7]1[CH:12]=[CH:11][CH:10]=[C:9]([NH:13][C:14]([C:16]2[O:17][C:18]([C:33]3[CH:34]=[CH:35][CH:36]=[C:31]([O:30][CH2:23][C:24]4[CH:29]=[CH:28][CH:27]=[CH:26][CH:25]=4)[CH:32]=3)=[CH:19][CH:20]=2)=[O:15])[CH:8]=1)[CH3:2].